Dataset: Reaction yield outcomes from USPTO patents with 853,638 reactions. Task: Predict the reaction yield, written as a fraction of the theoretical maximum amount of product (1.0 means a 100% yield; for example, 0.34 means a 34% yield). (1) The reactants are [Cl:1][C:2]1[C:7]([C:8]2[CH:13]=[CH:12][C:11]([S:14]([CH2:17][CH3:18])(=[O:16])=[O:15])=[CH:10][C:9]=2[O:19][CH3:20])=[CH:6][C:5](B2OC(C)(C)C(C)(C)O2)=[CH:4][CH:3]=1.Cl[C:31]1[C:32]2[N:39]=[CH:38][N:37]([CH2:40][CH3:41])[C:33]=2[N:34]=[N:35][CH:36]=1. No catalyst specified. The product is [Cl:1][C:2]1[C:7]([C:8]2[CH:13]=[CH:12][C:11]([S:14]([CH2:17][CH3:18])(=[O:15])=[O:16])=[CH:10][C:9]=2[O:19][CH3:20])=[CH:6][C:5]([C:31]2[C:32]3[N:39]=[CH:38][N:37]([CH2:40][CH3:41])[C:33]=3[N:34]=[N:35][CH:36]=2)=[CH:4][CH:3]=1. The yield is 0.190. (2) The reactants are [Cl:1][C:2]1[CH:3]=[C:4]([C:9]2([C:21]([F:24])([F:23])[F:22])[O:13][N:12]=[C:11]([C:14]3[CH:15]=[C:16]([NH2:20])[CH:17]=[CH:18][CH:19]=3)[CH2:10]2)[CH:5]=[C:6]([Cl:8])[CH:7]=1.N1C=CC=CC=1.[C:31]([C:33]1[CH:41]=[CH:40][C:36]([C:37](Cl)=[O:38])=[CH:35][CH:34]=1)#[N:32].C(=O)([O-])O.[Na+]. The catalyst is O1CCCC1. The product is [C:31]([C:33]1[CH:41]=[CH:40][C:36]([C:37]([NH:20][C:16]2[CH:17]=[CH:18][CH:19]=[C:14]([C:11]3[CH2:10][C:9]([C:4]4[CH:5]=[C:6]([Cl:8])[CH:7]=[C:2]([Cl:1])[CH:3]=4)([C:21]([F:22])([F:24])[F:23])[O:13][N:12]=3)[CH:15]=2)=[O:38])=[CH:35][CH:34]=1)#[N:32]. The yield is 0.850. (3) The reactants are [N:1]([O-:3])=[O:2].[Na+].[CH:5]1([C:8]2[C:17]3[C:12](=[CH:13][CH:14]=[CH:15][CH:16]=3)[CH:11]=[CH:10][CH:9]=2)[CH2:7][CH2:6]1.O. The catalyst is CCOC(C)=O. The product is [CH:5]1([C:8]2[C:17]3[C:12](=[CH:13][CH:14]=[CH:15][CH:16]=3)[C:11]([N+:1]([O-:3])=[O:2])=[CH:10][CH:9]=2)[CH2:7][CH2:6]1. The yield is 0.640. (4) The reactants are [CH3:1][C:2]1[CH:10]=[CH:9][CH:8]=[C:7]2[C:3]=1[C:4](=[N:12][N:13]=[CH:14][C:15]1[NH:19][C:18]([CH3:20])=[C:17]([C:21]([NH:23][CH2:24][CH2:25][CH2:26][CH2:27][CH2:28][C:29]([OH:31])=O)=[O:22])[C:16]=1[CH3:32])[C:5](=[O:11])[NH:6]2.Cl.C(N=C=NCCCN(C)C)C.O[C:46]1[C:54]2[N:53]=N[NH:51][C:50]=2[CH:49]=[CH:48][CH:47]=1.C(N(CC)CC)C.C1(N)C=CC=CC=1N. The catalyst is [Cl-].[Na+].O.CN(C=O)C. The product is [CH3:1][C:2]1[CH:10]=[CH:9][CH:8]=[C:7]2[C:3]=1[C:4](=[N:12][N:13]=[CH:14][C:15]1[NH:19][C:18]([CH3:20])=[C:17]([C:21]([NH:23][CH2:24][CH2:25][CH2:26][CH2:27][CH2:28][C:29]([NH:51][C:50]3[CH:49]=[CH:48][CH:47]=[CH:46][C:54]=3[NH2:53])=[O:31])=[O:22])[C:16]=1[CH3:32])[C:5](=[O:11])[NH:6]2. The yield is 0.810. (5) The reactants are Br[C:2]1[CH:7]=[C:6]([C:8]([F:11])([F:10])[F:9])[CH:5]=[CH:4][N:3]=1.C([Li])CCC.[O:17]=[C:18]1[CH2:23][CH2:22][N:21]([C:24]([O:26][C:27]([CH3:30])([CH3:29])[CH3:28])=[O:25])[CH2:20][CH2:19]1. The catalyst is C(Cl)Cl. The product is [C:27]([O:26][C:24]([N:21]1[CH2:22][CH2:23][C:18]([OH:17])([C:2]2[CH:7]=[C:6]([C:8]([F:11])([F:10])[F:9])[CH:5]=[CH:4][N:3]=2)[CH2:19][CH2:20]1)=[O:25])([CH3:30])([CH3:28])[CH3:29]. The yield is 0.590. (6) The reactants are Br[C:2]1[CH:7]=[CH:6][CH:5]=[C:4]([CH3:8])[N:3]=1.[CH2:9]([C:13]1[CH:22]=[CH:21][C:20]2[C:15](=[CH:16][CH:17]=[CH:18][CH:19]=2)[N:14]=1)[CH2:10][C:11]#[CH:12]. No catalyst specified. The product is [CH3:8][C:4]1[N:3]=[C:2]([C:12]#[C:11][CH2:10][CH2:9][C:13]2[CH:22]=[CH:21][C:20]3[C:15](=[CH:16][CH:17]=[CH:18][CH:19]=3)[N:14]=2)[CH:7]=[CH:6][CH:5]=1. The yield is 0.300. (7) The reactants are [CH:1]([C:3]1[CH:4]=[CH:5][C:6]([N+:26]([O-])=O)=[C:7]([NH:9][CH:10]2[CH2:15][CH2:14][N:13]([C@H:16]3[CH2:21][CH2:20][C@H:19]([O:22][CH2:23][CH2:24][CH3:25])[CH2:18][CH2:17]3)[CH2:12][CH2:11]2)[CH:8]=1)=[CH2:2].C([O-])=O.[NH4+]. The yield is 0.820. The catalyst is CO.[Pd]. The product is [CH2:1]([C:3]1[CH:8]=[C:7]([NH:9][CH:10]2[CH2:15][CH2:14][N:13]([C@H:16]3[CH2:21][CH2:20][C@H:19]([O:22][CH2:23][CH2:24][CH3:25])[CH2:18][CH2:17]3)[CH2:12][CH2:11]2)[C:6]([NH2:26])=[CH:5][CH:4]=1)[CH3:2].